Regression. Given a peptide amino acid sequence and an MHC pseudo amino acid sequence, predict their binding affinity value. This is MHC class I binding data. From a dataset of Peptide-MHC class I binding affinity with 185,985 pairs from IEDB/IMGT. (1) The peptide sequence is IVAAVIIMAI. The MHC is HLA-A02:02 with pseudo-sequence HLA-A02:02. The binding affinity (normalized) is 0.391. (2) The peptide sequence is NTRDHVNLV. The MHC is HLA-A24:03 with pseudo-sequence HLA-A24:03. The binding affinity (normalized) is 0.0847.